Dataset: Catalyst prediction with 721,799 reactions and 888 catalyst types from USPTO. Task: Predict which catalyst facilitates the given reaction. Reactant: [CH3:1][CH:2]1[O:7][CH:6]([CH3:8])[CH2:5][NH:4][CH2:3]1.[CH2:9]=[C:10]1[O:14][C:12](=[O:13])[CH2:11]1. Product: [CH3:8][CH:6]1[O:7][CH:2]([CH3:1])[CH2:3][N:4]([C:12](=[O:13])[CH2:11][C:10](=[O:14])[CH3:9])[CH2:5]1. The catalyst class is: 7.